Dataset: Forward reaction prediction with 1.9M reactions from USPTO patents (1976-2016). Task: Predict the product of the given reaction. (1) Given the reactants [F:1][C:2]1[CH:3]=[C:4]([CH:37]=[C:38]([F:40])[CH:39]=1)[CH2:5][NH:6][C:7](=[O:36])[CH:8]([CH3:35])[C:9]([NH:11][CH:12]([CH2:25][C:26]1[C:34]2[C:29](=[CH:30][CH:31]=[CH:32][CH:33]=2)[NH:28][CH:27]=1)[C:13]([N:15]1[CH2:24][CH2:23][C:22]2[C:17](=[CH:18][CH:19]=[CH:20][CH:21]=2)[CH2:16]1)=[O:14])=[O:10].F[C:42]1C=C(C=C(F)C=1)CNC(=O)C(C)(C)C(O)=O, predict the reaction product. The product is: [F:1][C:2]1[CH:3]=[C:4]([CH:37]=[C:38]([F:40])[CH:39]=1)[CH2:5][NH:6][C:7](=[O:36])[C:8]([CH3:42])([CH3:35])[C:9]([NH:11][CH:12]([CH2:25][C:26]1[C:34]2[C:29](=[CH:30][CH:31]=[CH:32][CH:33]=2)[NH:28][CH:27]=1)[C:13]([N:15]1[CH2:24][CH2:23][C:22]2[C:17](=[CH:18][CH:19]=[CH:20][CH:21]=2)[CH2:16]1)=[O:14])=[O:10]. (2) Given the reactants [C:1]([Cl:4])(=O)C.[NH2:5][C:6]1([C:12]([OH:14])=[O:13])[CH2:11][CH2:10][CH2:9][CH2:8][CH2:7]1, predict the reaction product. The product is: [ClH:4].[NH2:5][C:6]1([C:12]([O:14][CH3:1])=[O:13])[CH2:11][CH2:10][CH2:9][CH2:8][CH2:7]1. (3) Given the reactants [NH:1]1[CH2:6][CH2:5][CH:4]([N:7]2[C:15]3[C:10](=[N:11][CH:12]=[CH:13][CH:14]=3)[NH:9][C:8]2=[O:16])[CH2:3][CH2:2]1.[Cl:17][C:18]1[CH:19]=[C:20]2[C:24](=[CH:25][CH:26]=1)[N:23]([C:27]([C:29]1[CH:34]=[C:33](Cl)[N:32]=[CH:31][N:30]=1)=[O:28])[CH2:22][CH2:21]2.CCN(C(C)C)C(C)C, predict the reaction product. The product is: [Cl:17][C:18]1[CH:19]=[C:20]2[C:24](=[CH:25][CH:26]=1)[N:23]([C:27]([C:29]1[N:30]=[CH:31][N:32]=[C:33]([N:1]3[CH2:2][CH2:3][CH:4]([N:7]4[C:15]5[C:10](=[N:11][CH:12]=[CH:13][CH:14]=5)[NH:9][C:8]4=[O:16])[CH2:5][CH2:6]3)[CH:34]=1)=[O:28])[CH2:22][CH2:21]2. (4) Given the reactants Br[C:2]1[CH:3]=[CH:4][C:5]([F:23])=[C:6]([CH:22]=1)[C:7]([NH:9][C:10]1[C:11]([CH3:21])=[C:12]([CH:17]=[CH:18][C:19]=1[CH3:20])[C:13]([O:15][CH3:16])=[O:14])=[O:8].[C:24]([Si:28]([CH3:38])([CH3:37])[O:29][CH2:30][CH:31]1[CH2:36][CH2:35][CH2:34][NH:33][CH2:32]1)([CH3:27])([CH3:26])[CH3:25].C([O-])([O-])=O.[Cs+].[Cs+].COC1C=CC=C(OC)C=1C1C=CC=CC=1P(C1CCCCC1)C1CCCCC1, predict the reaction product. The product is: [Si:28]([O:29][CH2:30][CH:31]1[CH2:36][CH2:35][CH2:34][N:33]([C:2]2[CH:3]=[CH:4][C:5]([F:23])=[C:6]([CH:22]=2)[C:7]([NH:9][C:10]2[C:11]([CH3:21])=[C:12]([CH:17]=[CH:18][C:19]=2[CH3:20])[C:13]([O:15][CH3:16])=[O:14])=[O:8])[CH2:32]1)([C:24]([CH3:27])([CH3:26])[CH3:25])([CH3:38])[CH3:37]. (5) Given the reactants C(OC(=O)[NH:7][C:8]1[O:9][CH2:10][CH2:11][C@:12]([C:15]2[CH:20]=[C:19]([NH2:21])[CH:18]=[CH:17][C:16]=2[F:22])([CH3:14])[N:13]=1)(C)(C)C.[Cl:24][C:25]1[CH:26]=[C:27]([CH3:34])[C:28]([C:31](O)=[O:32])=[N:29][CH:30]=1, predict the reaction product. The product is: [NH2:7][C:8]1[O:9][CH2:10][CH2:11][C@:12]([C:15]2[CH:20]=[C:19]([NH:21][C:31]([C:28]3[C:27]([CH3:34])=[CH:26][C:25]([Cl:24])=[CH:30][N:29]=3)=[O:32])[CH:18]=[CH:17][C:16]=2[F:22])([CH3:14])[N:13]=1.